Task: Predict the reactants needed to synthesize the given product.. Dataset: Full USPTO retrosynthesis dataset with 1.9M reactions from patents (1976-2016) (1) Given the product [CH2:14]([C:5]1([C:3]([OH:2])=[O:4])[CH2:13][C:12]2[C:7](=[CH:8][CH:9]=[CH:10][CH:11]=2)[CH2:6]1)[CH3:15], predict the reactants needed to synthesize it. The reactants are: C[O:2][C:3]([CH:5]1[CH2:13][C:12]2[C:7](=[CH:8][CH:9]=[CH:10][CH:11]=2)[CH2:6]1)=[O:4].[CH2:14]1C2C(=CC=CC=2)C[CH:15]1C(O)=O.S(=O)(=O)(O)O.C([N-]C1CCCCC1)(C)C.C(Br)C. (2) Given the product [NH2:1][C:2]1[C:11]([Cl:12])=[N:10][CH:9]=[CH:8][C:3]=1[CH2:4][OH:5], predict the reactants needed to synthesize it. The reactants are: [NH2:1][C:2]1[C:11]([Cl:12])=[N:10][CH:9]=[CH:8][C:3]=1[C:4](OC)=[O:5].[H-].[H-].[H-].[H-].[Li+].[Al+3].[Cl-].[NH4+]. (3) Given the product [CH3:26][C:25]([CH3:27])=[CH:24][CH2:23][NH:21][C:18]1[N:17]=[CH:16][N:15]=[C:14]2[C:19]=1[N:20]=[C:3]([S:2][CH3:1])[N:4]2[C@@H:5]1[O:13][C@H:10]([CH2:11][OH:12])[C@@H:8]([OH:9])[C@H:6]1[OH:7], predict the reactants needed to synthesize it. The reactants are: [CH3:1][S:2][C:3]1[N:4]([C:14]2[N:15]=[CH:16][N:17]=[C:18]([NH2:21])[C:19]=2[N:20]=1)[C@@H:5]1[O:13][C@H:10]([CH2:11][OH:12])[C@@H:8]([OH:9])[C@H:6]1[OH:7].Br[CH2:23][CH:24]=[C:25]([CH3:27])[CH3:26]. (4) Given the product [Cl:14][C:12]1[N:11]=[C:10]([N:15]([C:16]([O:18][C:19]([CH3:21])([CH3:22])[CH3:20])=[O:17])[C:23]([O:25][C:26]([CH3:27])([CH3:29])[CH3:28])=[O:24])[N:9]=[C:8]2[N:7]([CH2:30][C:31]3[C:36]([CH3:37])=[C:35]([O:38][CH3:39])[C:34]([CH3:40])=[CH:33][N:32]=3)[N:6]=[C:50]([CH2:51][CH2:52][CH:53]([OH:49])[CH2:44][OH:45])[C:13]=12, predict the reactants needed to synthesize it. The reactants are: C(C1[C:13]2[C:8](=[N:9][C:10]([N:15]([C:23]([O:25][C:26]([CH3:29])([CH3:28])[CH3:27])=[O:24])[C:16]([O:18][C:19]([CH3:22])([CH3:21])[CH3:20])=[O:17])=[N:11][C:12]=2[Cl:14])[N:7]([CH2:30][C:31]2[C:36]([CH3:37])=[C:35]([O:38][CH3:39])[C:34]([CH3:40])=[CH:33][N:32]=2)[N:6]=1)CC=C.C[N+]1([O-])CC[O:45][CH2:44]C1.[O:49]1[CH2:53][CH2:52][CH2:51][CH2:50]1.S([O-])([O-])(=O)=S.[Na+].[Na+]. (5) The reactants are: [CH2:1]([C:8]1[C:9]([NH2:22])=[N:10][CH:11]=[C:12]([C:14]2[CH:19]=[CH:18][C:17]([O:20][CH3:21])=[CH:16][CH:15]=2)[N:13]=1)[C:2]1[CH:7]=[CH:6][CH:5]=[CH:4][CH:3]=1.[CH3:23][O:24][C:25]1[CH:33]=[CH:32][C:28]([C:29](Cl)=[O:30])=[CH:27][CH:26]=1.O. Given the product [CH2:1]([C:8]1[C:9]([NH:22][C:29](=[O:30])[C:28]2[CH:32]=[CH:33][C:25]([O:24][CH3:23])=[CH:26][CH:27]=2)=[N:10][CH:11]=[C:12]([C:14]2[CH:19]=[CH:18][C:17]([O:20][CH3:21])=[CH:16][CH:15]=2)[N:13]=1)[C:2]1[CH:7]=[CH:6][CH:5]=[CH:4][CH:3]=1, predict the reactants needed to synthesize it. (6) The reactants are: [N:1]([CH2:4][CH2:5][CH2:6][C:7]([O:9]C)=[O:8])=[N+:2]=[N-:3].[OH-].[Na+]. Given the product [N:1]([CH2:4][CH2:5][CH2:6][C:7]([OH:9])=[O:8])=[N+:2]=[N-:3], predict the reactants needed to synthesize it. (7) Given the product [CH3:1][C:2]1[CH:7]=[C:6]2[C:5](=[C:4]([N+:10]([O-:12])=[O:11])[CH:3]=1)[NH:9][N:13]=[CH:8]2, predict the reactants needed to synthesize it. The reactants are: [CH3:1][C:2]1[CH:7]=[C:6]([CH3:8])[C:5]([NH2:9])=[C:4]([N+:10]([O-:12])=[O:11])[CH:3]=1.[N:13]([O-])=O.[Na+].